This data is from Catalyst prediction with 721,799 reactions and 888 catalyst types from USPTO. The task is: Predict which catalyst facilitates the given reaction. (1) Reactant: C(C1C=CC(N2CC[C@H](N[C@@H](C3C4C(=CC=CC=4)C=CC=3)C)C2)=CC=1)(=O)C.[C:28]([O:32][C:33]([NH:35][C@H:36]1[CH2:40][CH2:39][NH:38][CH2:37]1)=[O:34])([CH3:31])([CH3:30])[CH3:29].F[C:42]1[CH:47]=[CH:46][C:45]([S:48]([N:51]([CH3:53])[CH3:52])(=[O:50])=[O:49])=[CH:44][CH:43]=1.C(=O)([O-])[O-].[K+].[K+]. Product: [CH3:52][N:51]([CH3:53])[S:48]([C:45]1[CH:44]=[CH:43][C:42]([N:38]2[CH2:39][CH2:40][C@H:36]([NH:35][C:33](=[O:34])[O:32][C:28]([CH3:31])([CH3:29])[CH3:30])[CH2:37]2)=[CH:47][CH:46]=1)(=[O:49])=[O:50]. The catalyst class is: 829. (2) Reactant: [NH2:1][C:2]1([CH2:11][C:12]([O:14]CC)=O)[CH2:10][C:9]2[C:4](=[CH:5][CH:6]=[CH:7][CH:8]=2)[CH2:3]1.[CH2:17]([N:20]1[C:24]2[CH2:25][CH:26]([C:30]([O:32][CH3:33])=[O:31])[CH2:27][C:28](=O)[C:23]=2[N:22]=[C:21]1[CH3:34])[CH:18]=[CH2:19].O.C1(C)C=CC(S(O)(=O)=O)=CC=1. Product: [CH2:17]([N:20]1[C:24]2[CH2:25][CH:26]([C:30]([O:32][CH3:33])=[O:31])[C:27]3[C:12](=[O:14])[CH2:11][C:2]4([NH:1][C:28]=3[C:23]=2[N:22]=[C:21]1[CH3:34])[CH2:3][C:4]1[C:9](=[CH:8][CH:7]=[CH:6][CH:5]=1)[CH2:10]4)[CH:18]=[CH2:19]. The catalyst class is: 113. (3) Reactant: [C:1]1(C)C=C(C)C=C(C)C=1S([O-])(=O)=O.[NH2:14][N+:15]1[CH:20]=[CH:19][CH:18]=[C:17]([C:21]([O:23][CH3:24])=[O:22])[C:16]=1[NH2:25].C(N(CC)CC)C.[F:33][C:34]([F:45])([F:44])[C:35](O[C:35](=O)[C:34]([F:45])([F:44])[F:33])=O. Product: [F:33][C:34]([F:45])([F:44])[C:35]1[N:25]=[C:16]2[C:17]([C:21]([O:23][CH2:24][CH3:1])=[O:22])=[CH:18][CH:19]=[CH:20][N:15]2[N:14]=1. The catalyst class is: 11. (4) Reactant: [NH2:1][C@H:2]1[CH2:6][N:5]([C:7]([O:9][C:10]([CH3:13])([CH3:12])[CH3:11])=[O:8])[C@@H:4]([CH2:14][N:15]2[C:23](=[O:24])[C:22]3[C:17](=[CH:18][CH:19]=[CH:20][CH:21]=3)[C:16]2=[O:25])[CH2:3]1.[CH3:26][O:27][C:28]1[CH:33]=[CH:32][C:31]([Br:34])=[CH:30][C:29]=1[S:35](Cl)(=[O:37])=[O:36]. Product: [Br:34][C:31]1[CH:32]=[CH:33][C:28]([O:27][CH3:26])=[C:29]([S:35]([NH:1][C@H:2]2[CH2:6][N:5]([C:7]([O:9][C:10]([CH3:12])([CH3:13])[CH3:11])=[O:8])[C@@H:4]([CH2:14][N:15]3[C:23](=[O:24])[C:22]4[C:17](=[CH:18][CH:19]=[CH:20][CH:21]=4)[C:16]3=[O:25])[CH2:3]2)(=[O:36])=[O:37])[CH:30]=1. The catalyst class is: 2.